This data is from Full USPTO retrosynthesis dataset with 1.9M reactions from patents (1976-2016). The task is: Predict the reactants needed to synthesize the given product. (1) Given the product [CH2:1]([N:4]1[C:12]2[CH:11]=[CH:10][C:9]([NH2:13])=[CH:8][C:7]=2[C:6]2[CH2:16][N:17]([CH:20]3[CH2:25][CH2:24][O:23][CH2:22][CH2:21]3)[CH2:18][CH2:19][C:5]1=2)[CH2:2][CH3:3], predict the reactants needed to synthesize it. The reactants are: [CH2:1]([N:4]1[C:12]2[CH:11]=[CH:10][C:9]([N+:13]([O-])=O)=[CH:8][C:7]=2[CH:6]2[CH2:16][N:17]([CH:20]3[CH2:25][CH2:24][O:23][CH2:22][CH2:21]3)[CH2:18][CH2:19][CH:5]12)[CH:2]=[CH2:3]. (2) The reactants are: C[O:2][C:3](=[O:17])[CH:4]([CH2:13][CH:14]([CH3:16])[CH3:15])[CH2:5][C:6]([O:8][C:9]([CH3:12])([CH3:11])[CH3:10])=[O:7].O[Li].O. Given the product [C:9]([O:8][C:6](=[O:7])[CH2:5][CH:4]([CH2:13][CH:14]([CH3:15])[CH3:16])[C:3]([OH:17])=[O:2])([CH3:12])([CH3:11])[CH3:10], predict the reactants needed to synthesize it. (3) Given the product [Cl:17][C:6]1[CH:7]=[N:8][C:9]2[C:14]([C:5]=1[C:4](=[CH2:19])[C:3]([O:2][CH3:1])=[O:18])=[N:13][C:12]([O:15][CH3:16])=[CH:11][CH:10]=2, predict the reactants needed to synthesize it. The reactants are: [CH3:1][O:2][C:3](=[O:18])[CH2:4][C:5]1[C:14]2[C:9](=[CH:10][CH:11]=[C:12]([O:15][CH3:16])[N:13]=2)[N:8]=[CH:7][C:6]=1[Cl:17].[C:19](=O)([O-])[O-].[K+].[K+].C=O.C(OCC)(=O)C. (4) The reactants are: [O:1]=[CH:2][C:3]1[CH:11]=[CH:10][C:8]([OH:9])=[C:5]([O:6][CH3:7])[CH:4]=1.[Cl:12]Cl. Given the product [Cl:12][C:10]1[CH:11]=[C:3]([CH:4]=[C:5]([O:6][CH3:7])[C:8]=1[OH:9])[CH:2]=[O:1], predict the reactants needed to synthesize it. (5) The reactants are: [CH2:1]([O:8][NH:9][C@H:10]1[CH2:15][NH:14][C@H:13]([C:16]([NH2:18])=[O:17])[CH2:12][CH2:11]1)[C:2]1[CH:7]=[CH:6][CH:5]=[CH:4][CH:3]=1.C(N(CC)CC)C.[C:26]([O:30]C(OC(OC(C)(C)C)=O)=O)(C)(C)C.C(C1NC=CN=1)(C1NC=CN=1)=O.CS(O)(=O)=O.C(=O)([O-])O.[K+]. Given the product [CH2:1]([O:8][N:9]1[C:26](=[O:30])[N:14]2[CH2:15][C@H:10]1[CH2:11][CH2:12][C@H:13]2[C:16]([NH2:18])=[O:17])[C:2]1[CH:3]=[CH:4][CH:5]=[CH:6][CH:7]=1, predict the reactants needed to synthesize it.